Dataset: M1 muscarinic receptor antagonist screen with 61,756 compounds. Task: Binary Classification. Given a drug SMILES string, predict its activity (active/inactive) in a high-throughput screening assay against a specified biological target. (1) The molecule is Clc1cc(S(=O)(=O)NCc2occc2)ccc1OCC(OC)=O. The result is 0 (inactive). (2) The drug is O1C(CCC1)CNC(=O)c1ccc(NC(=O)C2C(CC=CC2)C(O)=O)cc1. The result is 0 (inactive). (3) The drug is S(c1nc(nc2n(c(=O)n(c(=O)c12)C)C)C(C)C)CC(=O)Nc1cc2OCCOc2cc1. The result is 0 (inactive). (4) The compound is O1CCN(CC1)C(=O)c1cc2nc(n(c2cc1)c1ccc(OC)cc1)C. The result is 0 (inactive). (5) The molecule is S(=O)(=O)(N1CC(CCC1)C(=O)N1CCC(CC1)C)C. The result is 0 (inactive).